Dataset: hERG potassium channel inhibition data for cardiac toxicity prediction from Karim et al.. Task: Regression/Classification. Given a drug SMILES string, predict its toxicity properties. Task type varies by dataset: regression for continuous values (e.g., LD50, hERG inhibition percentage) or binary classification for toxic/non-toxic outcomes (e.g., AMES mutagenicity, cardiotoxicity, hepatotoxicity). Dataset: herg_karim. (1) The compound is O=C(OCc1ccccc1)N1CCC(CNc2cnccn2)CC1. The result is 1 (blocker). (2) The drug is CC(C)Oc1cc(C(C2=CCC(=O)N=C2)c2ccc(C(C)(C)O)nc2)ccc1OC(F)F. The result is 0 (non-blocker). (3) The molecule is COCC1CC2C3CCC4N(C)C(=O)C=CC4(C)C3CCC2(C)C1O. The result is 0 (non-blocker). (4) The drug is CCOC(=O)C1=C(CN2CCOCC2CCC(=O)O)NC(c2nccs2)=NC1c1ccc(F)cc1Br. The result is 0 (non-blocker). (5) The drug is Cn1c(SCCCN2CC[C@]3(C[C@@H]3c3ccc(C(F)(F)F)cc3)C2)nnc1-c1cccc(-c2ncco2)c1. The result is 1 (blocker).